From a dataset of Reaction yield outcomes from USPTO patents with 853,638 reactions. Predict the reaction yield, written as a fraction of the theoretical maximum amount of product (1.0 means a 100% yield; for example, 0.34 means a 34% yield). (1) The reactants are [CH3:1][N:2]1[CH:6]=[C:5]([C:7](O)=[O:8])[C:4]([CH3:10])=[N:3]1.C(Cl)(=O)C(Cl)=O.[NH2:17][C:18]1[CH:19]=[C:20]([CH:37]=[CH:38][CH:39]=1)[O:21][C:22]1[CH:23]=[CH:24][C:25]2[N:26]([CH:28]=[C:29]([NH:31][C:32]([CH:34]3[CH2:36][CH2:35]3)=[O:33])[N:30]=2)[N:27]=1.[OH-].[Na+]. The catalyst is ClCCl.CN(C)C=O.CN1CCCC1=O. The product is [CH:34]1([C:32]([NH:31][C:29]2[N:30]=[C:25]3[CH:24]=[CH:23][C:22]([O:21][C:20]4[CH:19]=[C:18]([NH:17][C:7]([C:5]5[C:4]([CH3:10])=[N:3][N:2]([CH3:1])[CH:6]=5)=[O:8])[CH:39]=[CH:38][CH:37]=4)=[N:27][N:26]3[CH:28]=2)=[O:33])[CH2:35][CH2:36]1. The yield is 0.580. (2) The reactants are [H-].[Na+].[Br:3][C:4]1[S:5][C:6]2[CH2:7][C:8]3[C:14]([C:15]4[CH:20]=[CH:19][C:18]([O:21][CH3:22])=[CH:17][CH:16]=4)=[N:13][NH:12][C:9]=3[C:10]=2[CH:11]=1.[CH3:23][Si:24]([CH2:27][CH2:28][O:29][CH2:30]Cl)([CH3:26])[CH3:25]. The catalyst is C1COCC1. The product is [Br:3][C:4]1[S:5][C:6]2[CH2:7][C:8]3[C:14]([C:15]4[CH:20]=[CH:19][C:18]([O:21][CH3:22])=[CH:17][CH:16]=4)=[N:13][N:12]([CH2:30][O:29][CH2:28][CH2:27][Si:24]([CH3:26])([CH3:25])[CH3:23])[C:9]=3[C:10]=2[CH:11]=1. The yield is 0.790. (3) The reactants are [C:1]([OH:22])(=O)[CH2:2][CH2:3][CH2:4][CH2:5][CH2:6][CH2:7][CH2:8][CH2:9][CH2:10][CH:11]=[CH:12][CH2:13][CH:14]=[CH:15][CH2:16][CH2:17][CH2:18][CH2:19][CH3:20].C1C=[N:27]C2N(O)N=NC=2C=1.CCN(CC)CC.C(Cl)CCl. The catalyst is C(Cl)Cl. The product is [C:1]([NH2:27])(=[O:22])[CH2:2][CH2:3][CH2:4][CH2:5][CH2:6][CH2:7][CH2:8][CH2:9][CH2:10][CH:11]=[CH:12][CH2:13][CH:14]=[CH:15][CH2:16][CH2:17][CH2:18][CH2:19][CH3:20]. The yield is 0.930. (4) The catalyst is O. The product is [C:6]([NH:9][C:10]1[C:19]([N+:21]([O-:23])=[O:22])=[C:14]([C:13]([Br:20])=[CH:12][CH:11]=1)[C:15]([O:17][CH3:18])=[O:16])(=[O:8])[CH3:7]. The yield is 0.620. The reactants are S(=O)(=O)(O)O.[C:6]([NH:9][C:10]1[CH:11]=[CH:12][C:13]([Br:20])=[C:14]([CH:19]=1)[C:15]([O:17][CH3:18])=[O:16])(=[O:8])[CH3:7].[N+:21]([O-])([OH:23])=[O:22]. (5) No catalyst specified. The product is [CH2:14]([N:16]([CH2:17][CH3:18])[C:5](=[O:6])[C:4]1[CH:8]=[CH:9][CH:10]=[CH:11][C:3]=1[C:2]([F:13])([F:12])[F:1])[CH3:15]. The reactants are [F:1][C:2]([F:13])([F:12])[C:3]1[CH:11]=[CH:10][CH:9]=[CH:8][C:4]=1[C:5](Cl)=[O:6].[CH2:14]([NH:16][CH2:17][CH3:18])[CH3:15]. The yield is 0.970. (6) The reactants are [Cl:1][C:2]1[N:7]=[C:6](/[CH:8]=[C:9](/[C:11]2[CH:12]=[C:13]([NH:17][S:18]([C:21]3[C:26]([F:27])=[CH:25][CH:24]=[CH:23][C:22]=3[F:28])(=[O:20])=[O:19])[CH:14]=[CH:15][CH:16]=2)\O)[CH:5]=[CH:4][N:3]=1.C1C(=O)N(Br)C(=O)C1.[NH2:37][C:38]([NH2:40])=[S:39]. The catalyst is CC(N(C)C)=O. The product is [NH2:40][C:38]1[S:39][C:8]([C:6]2[CH:5]=[CH:4][N:3]=[C:2]([Cl:1])[N:7]=2)=[C:9]([C:11]2[CH:12]=[C:13]([NH:17][S:18]([C:21]3[C:26]([F:27])=[CH:25][CH:24]=[CH:23][C:22]=3[F:28])(=[O:20])=[O:19])[CH:14]=[CH:15][CH:16]=2)[N:37]=1. The yield is 0.675. (7) The catalyst is CS(C)=O. The yield is 0.650. The product is [CH3:14][Si:15]([CH3:18])([CH3:17])[CH2:16][CH:3]([C:1]#[N:2])[C:4]([O:6][CH2:7][CH3:8])=[O:5]. The reactants are [C:1]([CH2:3][C:4]([O:6][CH2:7][CH3:8])=[O:5])#[N:2].[O-]CC.[Na+].I[CH2:14][Si:15]([CH3:18])([CH3:17])[CH3:16].[Cl-].[NH4+]. (8) The reactants are [F:1][C:2]1[CH:3]=[CH:4][C:5]2[O:9][C:8]([C:10]3[C:19]([N:20]4[CH2:24][CH2:23][CH2:22][C@@H:21]4[CH2:25][O:26][CH3:27])=[N:18][C:17]4[C:12](=[CH:13][CH:14]=[C:15]([C:28]([O:30]C)=[O:29])[CH:16]=4)[N:11]=3)=[CH:7][C:6]=2[CH:32]=1.[OH-].[Na+]. The catalyst is CO.O. The product is [F:1][C:2]1[CH:3]=[CH:4][C:5]2[O:9][C:8]([C:10]3[C:19]([N:20]4[CH2:24][CH2:23][CH2:22][C@@H:21]4[CH2:25][O:26][CH3:27])=[N:18][C:17]4[C:12](=[CH:13][CH:14]=[C:15]([C:28]([OH:30])=[O:29])[CH:16]=4)[N:11]=3)=[CH:7][C:6]=2[CH:32]=1. The yield is 0.770.